Dataset: Reaction yield outcomes from USPTO patents with 853,638 reactions. Task: Predict the reaction yield, written as a fraction of the theoretical maximum amount of product (1.0 means a 100% yield; for example, 0.34 means a 34% yield). (1) The reactants are [CH3:1][O:2][C:3]1[CH:4]=[C:5]([CH2:11][C:12]([OH:14])=[O:13])[CH:6]=[CH:7][C:8]=1[O:9][CH3:10].[I:15]Cl.S(=O)(O)[O-].[Na+]. The catalyst is C(O)(=O)C. The product is [I:15][C:6]1[CH:7]=[C:8]([O:9][CH3:10])[C:3]([O:2][CH3:1])=[CH:4][C:5]=1[CH2:11][C:12]([OH:14])=[O:13]. The yield is 0.448. (2) The yield is 0.900. The catalyst is CN(C1C=CN=CC=1)C.C(Cl)Cl. The product is [Cl:1][C:2]1[CH:10]=[CH:9][CH:8]=[CH:7][C:3]=1[CH2:4][N:5]([CH3:6])[C:39]([C:31]1[N:30]=[N:29][N:28]([CH2:27][C:26]2[CH:42]=[C:43]([C:45]([F:47])([F:46])[F:48])[CH:44]=[C:24]([C:23]([F:49])([F:22])[F:50])[CH:25]=2)[C:32]=1[C:33]1[CH:38]=[CH:37][CH:36]=[CH:35][N:34]=1)=[O:41]. The reactants are [Cl:1][C:2]1[CH:10]=[CH:9][CH:8]=[CH:7][C:3]=1[CH2:4][NH:5][CH3:6].CCN=C=NCCCN(C)C.[F:22][C:23]([F:50])([F:49])[C:24]1[CH:25]=[C:26]([CH:42]=[C:43]([C:45]([F:48])([F:47])[F:46])[CH:44]=1)[CH2:27][N:28]1[C:32]([C:33]2[CH:38]=[CH:37][CH:36]=[CH:35][N:34]=2)=[C:31]([C:39]([OH:41])=O)[N:30]=[N:29]1. (3) The reactants are Br[C:2]1[N:7]=[CH:6][C:5]([C:8]2[N:17]([C:18]3[CH:23]=[CH:22][C:21]([Cl:24])=[CH:20][CH:19]=3)[C:16](=[O:25])[C:15]3[C:10](=[CH:11][CH:12]=[CH:13][CH:14]=3)[N:9]=2)=[CH:4][CH:3]=1.CC([O-])(C)C.[Na+].[CH2:32]([NH:34][CH2:35][CH3:36])[CH3:33]. The catalyst is C1(C)C=CC=CC=1.CC([O-])=O.CC([O-])=O.[Pd+2].C1C=CC(P(C2C=CC=CC=2)[C-]2C=CC=C2)=CC=1.C1C=CC(P(C2C=CC=CC=2)[C-]2C=CC=C2)=CC=1.[Fe+2]. The product is [Cl:24][C:21]1[CH:22]=[CH:23][C:18]([N:17]2[C:16](=[O:25])[C:15]3[C:10](=[CH:11][CH:12]=[CH:13][CH:14]=3)[N:9]=[C:8]2[C:5]2[CH:6]=[N:7][C:2]([N:34]([CH2:35][CH3:36])[CH2:32][CH3:33])=[CH:3][CH:4]=2)=[CH:19][CH:20]=1. The yield is 0.490.